Dataset: Reaction yield outcomes from USPTO patents with 853,638 reactions. Task: Predict the reaction yield, written as a fraction of the theoretical maximum amount of product (1.0 means a 100% yield; for example, 0.34 means a 34% yield). (1) The reactants are [CH2:1]1[CH:10]2[N:5]([CH2:6][CH2:7][CH2:8][CH2:9]2)[CH2:4][CH:3]([CH2:11][OH:12])[CH2:2]1.C(N(CC)CC)C.[CH3:20][S:21](Cl)(=[O:23])=[O:22]. The catalyst is ClCCl. The product is [CH3:20][S:21]([O:12][CH2:11][CH:3]1[CH2:4][N:5]2[CH:10]([CH2:9][CH2:8][CH2:7][CH2:6]2)[CH2:1][CH2:2]1)(=[O:23])=[O:22]. The yield is 0.910. (2) The reactants are [N+:1]([C:4]1[CH:5]=[C:6]([C:16]2[CH:17]=[N:18][CH:19]=[CH:20][CH:21]=2)[CH:7]=[C:8]([N+:13]([O-])=O)[C:9]=1[S:10][C:11]#[N:12])([O-:3])=[O:2].N. The catalyst is C(O)(=O)C.O.[Fe]. The product is [N+:1]([C:4]1[C:9]2[S:10][C:11]([NH2:12])=[N:13][C:8]=2[CH:7]=[C:6]([C:16]2[CH:17]=[N:18][CH:19]=[CH:20][CH:21]=2)[CH:5]=1)([O-:3])=[O:2]. The yield is 0.950.